This data is from Full USPTO retrosynthesis dataset with 1.9M reactions from patents (1976-2016). The task is: Predict the reactants needed to synthesize the given product. Given the product [NH2:39][C:37]1[S:38][C:10]([C:11]([O:13][CH2:14][CH3:15])=[O:12])=[C:9]([C:6]2[CH:7]=[CH:8][C:3]([C:1]#[N:2])=[CH:4][CH:5]=2)[N:36]=1, predict the reactants needed to synthesize it. The reactants are: [C:1]([C:3]1[CH:8]=[CH:7][C:6]([C:9](=O)[CH2:10][C:11]([O:13][CH2:14][CH3:15])=[O:12])=[CH:5][CH:4]=1)#[N:2].OC1C(OS(C2C=CC(C)=CC=2)(=O)=O)=C(I)C=CC=1.[NH2:36][C:37]([NH2:39])=[S:38].